This data is from Reaction yield outcomes from USPTO patents with 853,638 reactions. The task is: Predict the reaction yield, written as a fraction of the theoretical maximum amount of product (1.0 means a 100% yield; for example, 0.34 means a 34% yield). (1) The product is [NH2:1][C:4]1[CH:9]=[CH:8][C:7]([C@H:10]([NH:12][C:13](=[O:19])[O:14][C:15]([CH3:18])([CH3:17])[CH3:16])[CH3:11])=[CH:6][CH:5]=1. The yield is 0.780. The catalyst is CO.[Pd]. The reactants are [N+:1]([C:4]1[CH:9]=[CH:8][C:7]([C@H:10]([NH:12][C:13](=[O:19])[O:14][C:15]([CH3:18])([CH3:17])[CH3:16])[CH3:11])=[CH:6][CH:5]=1)([O-])=O. (2) The reactants are C([O:3][C:4]([C:6]1[C:7]([C:12]2[CH:17]=[CH:16][CH:15]=[CH:14][N:13]=2)=[N:8][O:9][C:10]=1[CH3:11])=O)C.[H-].[Al+3].[Li+].[H-].[H-].[H-].O.[OH-].[Na+]. The catalyst is C1COCC1. The product is [CH3:11][C:10]1[O:9][N:8]=[C:7]([C:12]2[CH:17]=[CH:16][CH:15]=[CH:14][N:13]=2)[C:6]=1[CH2:4][OH:3]. The yield is 0.860. (3) The reactants are [O:1]=[C:2]1[C:10]2[C:5](=[C:6]([N:11]3[CH2:16][CH2:15][CH2:14][C@H:13]([C:17](O)=[O:18])[CH2:12]3)[CH:7]=[CH:8][CH:9]=2)[C:4](=[O:20])[N:3]1[CH2:21][C:22]1[CH:27]=[CH:26][N:25]=[CH:24][CH:23]=1.[CH3:28][O:29][C:30]1[CH:37]=[CH:36][CH:35]=[CH:34][C:31]=1[CH2:32][NH2:33].F[P-](F)(F)(F)(F)F.N1(O[P+](N(C)C)(N(C)C)N(C)C)C2C=CC=CC=2N=N1. The catalyst is C1COCC1.C(Cl)Cl. The product is [CH3:28][O:29][C:30]1[CH:37]=[CH:36][CH:35]=[CH:34][C:31]=1[CH2:32][NH:33][C:17]([C@H:13]1[CH2:14][CH2:15][CH2:16][N:11]([C:6]2[CH:7]=[CH:8][CH:9]=[C:10]3[C:5]=2[C:4](=[O:20])[N:3]([CH2:21][C:22]2[CH:23]=[CH:24][N:25]=[CH:26][CH:27]=2)[C:2]3=[O:1])[CH2:12]1)=[O:18]. The yield is 0.980. (4) The yield is 0.210. The reactants are [C:1]([O:8][CH3:9])(=[O:7])/[CH:2]=[CH:3]/[C:4]([O-:6])=O.C(Cl)(=O)C(Cl)=O.[C:16]([N:23]1[CH2:28][CH2:27][NH:26][CH2:25][CH2:24]1)([O:18][C:19]([CH3:22])([CH3:21])[CH3:20])=[O:17].C(N(CC)CC)C. The catalyst is C(Cl)Cl.CN(C=O)C. The product is [CH3:9][O:8][C:1](=[O:7])/[CH:2]=[CH:3]/[C:4]([N:26]1[CH2:25][CH2:24][N:23]([C:16]([O:18][C:19]([CH3:22])([CH3:21])[CH3:20])=[O:17])[CH2:28][CH2:27]1)=[O:6]. (5) The reactants are [N+](C1C=CC(C[O:9][C:10]([C:12]2[N:13]3[C@H:16]([S:17][CH:18]=2)[C@:15](Br)([C@H:19]([C:21]2[N:22]=[C:23]4[N:27]([CH:28]=2)[CH2:26][CH2:25][S:24]4)[OH:20])[C:14]3=[O:30])=[O:11])=CC=1)([O-])=O.P([O-])([O-])([O-])=O.[OH-].[Na+].C(OCC)(=O)C. The catalyst is C1COCC1.C(#N)C.[Zn]. The product is [S:24]1[CH2:25][CH2:26][N:27]2[CH:28]=[C:21]([C@@H:19]([OH:20])[C@H:15]3[C:14](=[O:30])[N:13]4[C@@H:16]3[S:17][CH:18]=[C:12]4[C:10]([OH:11])=[O:9])[N:22]=[C:23]12. The yield is 0.130. (6) The reactants are [ClH:1].[C:2]([C:5]1[CH:53]=[CH:52][C:8]([C:9]([N:11]2[CH2:17][C@H:16]([NH:18][C:19](=[O:32])[C@@H:20]([N:22]([CH2:30][CH3:31])C(=O)OC(C)(C)C)[CH3:21])[C:15](=[O:33])[N:14]([CH2:34][C:35]3[C:44]4[C:39](=[CH:40][C:41]([Br:45])=[CH:42][CH:43]=4)[CH:38]=[CH:37][C:36]=3[O:46][CH3:47])[C:13]3[CH:48]=[CH:49][CH:50]=[CH:51][C:12]2=3)=[O:10])=[CH:7][CH:6]=1)(=[O:4])[CH3:3]. The catalyst is O1CCOCC1.CO. The product is [ClH:1].[C:2]([C:5]1[CH:6]=[CH:7][C:8]([C:9]([N:11]2[CH2:17][C@H:16]([NH:18][C:19](=[O:32])[C@@H:20]([NH:22][CH2:30][CH3:31])[CH3:21])[C:15](=[O:33])[N:14]([CH2:34][C:35]3[C:44]4[C:39](=[CH:40][C:41]([Br:45])=[CH:42][CH:43]=4)[CH:38]=[CH:37][C:36]=3[O:46][CH3:47])[C:13]3[CH:48]=[CH:49][CH:50]=[CH:51][C:12]2=3)=[O:10])=[CH:52][CH:53]=1)(=[O:4])[CH3:3]. The yield is 0.810. (7) The reactants are [C:1]1([S:11]([NH2:14])(=[O:13])=[O:12])[C:2]([S:7]([NH2:10])(=[O:9])=[O:8])=[CH:3][CH:4]=[CH:5][CH:6]=1.[Br:15][C:16]1[CH:24]=[CH:23][C:19]([C:20](O)=[O:21])=[CH:18][C:17]=1[F:25].Cl.CN(C)CCCN=C=NCC.O. The catalyst is CN(C)C=O.CN(C)C1C=CN=CC=1. The product is [Br:15][C:16]1[CH:24]=[CH:23][C:19]([C:20]([NH:10][S:7]([C:2]2[CH:3]=[CH:4][CH:5]=[CH:6][C:1]=2[S:11](=[O:13])(=[O:12])[NH2:14])(=[O:9])=[O:8])=[O:21])=[CH:18][C:17]=1[F:25]. The yield is 0.880. (8) The reactants are [CH:1]1([P:7](=O)([CH:25]2[CH2:30][CH2:29][CH2:28][CH2:27][CH2:26]2)[C:8]2[CH:9]3[CH2:24][CH:12]([C:13]=2[C:14]2[C:19]([O:20][CH3:21])=[CH:18][CH:17]=[CH:16][C:15]=2[O:22][CH3:23])[CH2:11][CH2:10]3)[CH2:6][CH2:5][CH2:4][CH2:3][CH2:2]1.CN(C)C1C=CC=CC=1.Cl[SiH](Cl)Cl.[OH-].[Na+]. The catalyst is C1(C)C=CC=CC=1. The product is [CH:25]1([P:7]([CH:1]2[CH2:2][CH2:3][CH2:4][CH2:5][CH2:6]2)[C:8]2[CH:9]3[CH2:24][CH:12]([C:13]=2[C:14]2[C:19]([O:20][CH3:21])=[CH:18][CH:17]=[CH:16][C:15]=2[O:22][CH3:23])[CH2:11][CH2:10]3)[CH2:26][CH2:27][CH2:28][CH2:29][CH2:30]1. The yield is 0.523. (9) The reactants are [C:1]([C:5]1[NH:14][C:8]2=[CH:9][N:10]=[C:11]([NH2:13])[CH:12]=[C:7]2[CH:6]=1)([CH3:4])([CH3:3])[CH3:2].[O:15]1[C:19]2[CH:20]=[CH:21][C:22]([C:24]3([C:27](O)=[O:28])[CH2:26][CH2:25]3)=[CH:23][C:18]=2[O:17][CH2:16]1.C(N(CC)CC)C.F[P-](F)(F)(F)(F)F.N1(OC(N(C)C)=[N+](C)C)C2N=CC=CC=2N=N1. The catalyst is C(#N)C. The product is [O:15]1[C:19]2[CH:20]=[CH:21][C:22]([C:24]3([C:27]([NH:13][C:11]4[CH:12]=[C:7]5[CH:6]=[C:5]([C:1]([CH3:4])([CH3:2])[CH3:3])[NH:14][C:8]5=[CH:9][N:10]=4)=[O:28])[CH2:25][CH2:26]3)=[CH:23][C:18]=2[O:17][CH2:16]1. The yield is 0.670.